This data is from Full USPTO retrosynthesis dataset with 1.9M reactions from patents (1976-2016). The task is: Predict the reactants needed to synthesize the given product. (1) Given the product [F:1][C:2]1[CH:3]=[CH:4][C:5]([CH2:6][N:7]2[C:20](=[O:21])[C:19]3[C:18]([O:22][Si:27]([CH:34]([CH3:36])[CH3:35])([CH:31]([CH3:33])[CH3:32])[CH:28]([CH3:30])[CH3:29])=[C:17]4[C:12]([CH:13]=[CH:14][CH:15]=[N:16]4)=[CH:11][C:10]=3[CH2:9][C:8]2=[O:23])=[CH:24][CH:25]=1, predict the reactants needed to synthesize it. The reactants are: [F:1][C:2]1[CH:25]=[CH:24][C:5]([CH2:6][N:7]2[C:20](=[O:21])[C:19]3[C:18]([OH:22])=[C:17]4[C:12]([CH:13]=[CH:14][CH:15]=[N:16]4)=[CH:11][C:10]=3[CH2:9][C:8]2=[O:23])=[CH:4][CH:3]=1.Cl[Si:27]([CH:34]([CH3:36])[CH3:35])([CH:31]([CH3:33])[CH3:32])[CH:28]([CH3:30])[CH3:29].N1C=CN=C1. (2) Given the product [C:15]([NH:1][OH:2])([O:14][C:10]([CH3:13])([CH3:12])[CH3:11])=[O:17], predict the reactants needed to synthesize it. The reactants are: [NH2:1][OH:2].C(N(CC)CC)C.[C:10]([O:14][C:15]([O:17]C([O-])=O)=O)([CH3:13])([CH3:12])[CH3:11].